From a dataset of Full USPTO retrosynthesis dataset with 1.9M reactions from patents (1976-2016). Predict the reactants needed to synthesize the given product. (1) Given the product [Cl:1][C:2]1[CH:39]=[CH:38][C:5]2[NH:6][C:7](=[O:28])[C@@H:8]([CH2:20][C:21]3[CH:26]=[CH:25][CH:24]=[CH:23][C:22]=3[Cl:27])[N:9]=[C:10]([C:11]3[CH:16]=[CH:15][C:14]([OH:17])=[C:13]([CH3:19])[CH:12]=3)[C:4]=2[CH:3]=1, predict the reactants needed to synthesize it. The reactants are: [Cl:1][C:2]1[CH:39]=[CH:38][C:5]2[N:6](CC3C=CC(OC)=CC=3)[C:7](=[O:28])[C@@H:8]([CH2:20][C:21]3[CH:26]=[CH:25][CH:24]=[CH:23][C:22]=3[Cl:27])[N:9]=[C:10]([C:11]3[CH:16]=[CH:15][C:14]([O:17]C)=[C:13]([CH3:19])[CH:12]=3)[C:4]=2[CH:3]=1.ClC1C=CC2NC(=O)[C@@H](CC3C=CC=CC=3Cl)N=C(C3C=CC(OC)=C(C)C=3)C=2C=1. (2) Given the product [CH3:22][O:21][C:18]1[CH:19]=[CH:20][C:15]([N:1]2[C:11]3[C:6](=[CH:7][CH:8]=[CH:9][CH:10]=3)[C:4](=[O:5])[C:2]2=[O:3])=[CH:16][CH:17]=1, predict the reactants needed to synthesize it. The reactants are: [NH:1]1[C:11]2[C:6](=[CH:7][CH:8]=[CH:9][CH:10]=2)[C:4](=[O:5])[C:2]1=[O:3].[H-].[Na+].Br[C:15]1[CH:20]=[CH:19][C:18]([O:21][CH3:22])=[CH:17][CH:16]=1. (3) Given the product [OH:16][C:17]1[C:18]([CH3:24])=[C:19]([OH:23])[CH:20]=[CH:21][C:22]=1[C:8]([C:7]1[CH:11]=[CH:12][CH:13]=[CH:14][C:6]=1[C:5]([OH:10])=[O:15])=[O:9], predict the reactants needed to synthesize it. The reactants are: [Cl-].[Al+3].[Cl-].[Cl-].[C:5]1(=[O:15])[O:10][C:8](=[O:9])[C:7]2=[CH:11][CH:12]=[CH:13][CH:14]=[C:6]12.[OH:16][C:17]1[CH:22]=[CH:21][CH:20]=[C:19]([OH:23])[C:18]=1[CH3:24]. (4) The reactants are: [C:1]1(=[O:8])[O:7][CH2:6][CH2:5][CH2:4][CH2:3][CH2:2]1.OS(O)(=O)=O.[OH-:14].[Na+].[CH3:16]O. Given the product [OH:14][CH2:16][CH2:5][CH2:4][CH2:3][CH2:2][C:1]([O:7][CH3:6])=[O:8], predict the reactants needed to synthesize it.